Dataset: Reaction yield outcomes from USPTO patents with 853,638 reactions. Task: Predict the reaction yield, written as a fraction of the theoretical maximum amount of product (1.0 means a 100% yield; for example, 0.34 means a 34% yield). (1) The reactants are Br[C:2]1[CH:3]=[CH:4][C:5]([O:8][CH:9]([CH3:11])[CH3:10])=[N:6][CH:7]=1.C([Li])CCC.B(OC)(OC)[O:18]C.C(OO)(=O)C.S(=O)(O)[O-].[Na+]. The catalyst is O1CCCC1. The product is [CH:9]([O:8][C:5]1[N:6]=[CH:7][C:2]([OH:18])=[CH:3][CH:4]=1)([CH3:11])[CH3:10]. The yield is 0.920. (2) The reactants are Br[C:2]1[C:7]([CH3:8])=[CH:6][CH:5]=[CH:4][N:3]=1.C([O-])([O-])=O.[K+].[K+].N#N.[C:17]([O:21][C:22]([C:24]1[CH:25]=[C:26](B(O)O)[CH:27]=[CH:28][CH:29]=1)=[O:23])([CH3:20])([CH3:19])[CH3:18].C(Cl)Cl.CS(O)(=O)=O.[OH-].[Na+]. The product is [C:17]([O:21][C:22](=[O:23])[C:24]1[CH:25]=[CH:26][CH:27]=[C:28]([C:2]2[C:7]([CH3:8])=[CH:6][CH:5]=[CH:4][N:3]=2)[CH:29]=1)([CH3:20])([CH3:18])[CH3:19]. The catalyst is C1(C)C=CC=CC=1.C1C=CC(P(C2C=CC=CC=2)[C-]2C=CC=C2)=CC=1.C1C=CC(P(C2C=CC=CC=2)[C-]2C=CC=C2)=CC=1.Cl[Pd]Cl.[Fe+2].O. The yield is 0.820.